This data is from Catalyst prediction with 721,799 reactions and 888 catalyst types from USPTO. The task is: Predict which catalyst facilitates the given reaction. (1) Reactant: C(OC[O:10][C:11]1([CH2:24][CH:25]([CH3:29])[CH:26]([F:28])[F:27])[CH2:16][CH2:15][N:14](C(OC(C)(C)C)=O)[CH2:13][CH2:12]1)C1C=CC=CC=1.Cl. Product: [F:28][CH:26]([F:27])[CH:25]([CH3:29])[CH2:24][C:11]1([OH:10])[CH2:12][CH2:13][NH:14][CH2:15][CH2:16]1. The catalyst class is: 5. (2) Reactant: [C:1]([O:5][C:6](=[O:27])[NH:7][C:8]1[CH:13]=[C:12]([CH3:14])[CH:11]=[CH:10][C:9]=1[O:15][CH2:16][CH:17]1[CH2:26][C:25]2[C:20](=[CH:21][CH:22]=[CH:23][CH:24]=2)[NH:19][CH2:18]1)([CH3:4])([CH3:3])[CH3:2].CCN(C(C)C)C(C)C.Cl[C:38]([O:40][CH2:41][C:42]1[CH:47]=[CH:46][CH:45]=[CH:44][CH:43]=1)=[O:39]. Product: [CH2:41]([O:40][C:38]([N:19]1[C:20]2[C:25](=[CH:24][CH:23]=[CH:22][CH:21]=2)[CH2:26][CH:17]([CH2:16][O:15][C:9]2[CH:10]=[CH:11][C:12]([CH3:14])=[CH:13][C:8]=2[NH:7][C:6]([O:5][C:1]([CH3:4])([CH3:2])[CH3:3])=[O:27])[CH2:18]1)=[O:39])[C:42]1[CH:47]=[CH:46][CH:45]=[CH:44][CH:43]=1. The catalyst class is: 64.